Dataset: Reaction yield outcomes from USPTO patents with 853,638 reactions. Task: Predict the reaction yield, written as a fraction of the theoretical maximum amount of product (1.0 means a 100% yield; for example, 0.34 means a 34% yield). (1) The reactants are [F:1][CH:2]1[CH2:7][CH2:6][N:5]([CH2:8][CH2:9][O:10][C:11]2[CH:16]=[CH:15][N:14]3[N:17]=[C:18]([CH3:36])[C:19]([C:20]4[S:21][C:22]([C:31]5[N:35]=[CH:34][NH:33][N:32]=5)=[C:23]([C:25]5[CH:30]=[CH:29][CH:28]=[CH:27][CH:26]=5)[N:24]=4)=[C:13]3[CH:12]=2)[CH2:4][CH2:3]1.O.[C:38]1([CH3:48])[CH:43]=[CH:42][C:41]([S:44]([OH:47])(=[O:46])=[O:45])=[CH:40][CH:39]=1. No catalyst specified. The product is [C:38]1([CH3:48])[CH:39]=[CH:40][C:41]([S:44]([OH:47])(=[O:45])=[O:46])=[CH:42][CH:43]=1.[C:38]1([CH3:48])[CH:39]=[CH:40][C:41]([S:44]([OH:47])(=[O:45])=[O:46])=[CH:42][CH:43]=1.[F:1][CH:2]1[CH2:3][CH2:4][N:5]([CH2:8][CH2:9][O:10][C:11]2[CH:16]=[CH:15][N:14]3[N:17]=[C:18]([CH3:36])[C:19]([C:20]4[S:21][C:22]([C:31]5[N:35]=[CH:34][NH:33][N:32]=5)=[C:23]([C:25]5[CH:30]=[CH:29][CH:28]=[CH:27][CH:26]=5)[N:24]=4)=[C:13]3[CH:12]=2)[CH2:6][CH2:7]1. The yield is 0.910. (2) The reactants are [F:1][C:2]([F:32])([F:31])[CH2:3][CH2:4][CH2:5][CH:6]([C:11]1[C:12]([CH3:30])=[N:13][C:14]([N:24]2[CH2:29][CH2:28][CH2:27][CH2:26][CH2:25]2)=[N:15][C:16]=1[C:17]1[CH:22]=[CH:21][C:20]([CH3:23])=[CH:19][CH:18]=1)[C:7]([O:9]C)=[O:8].[OH-].[Na+]. The catalyst is CO. The product is [F:32][C:2]([F:1])([F:31])[CH2:3][CH2:4][CH2:5][CH:6]([C:11]1[C:12]([CH3:30])=[N:13][C:14]([N:24]2[CH2:29][CH2:28][CH2:27][CH2:26][CH2:25]2)=[N:15][C:16]=1[C:17]1[CH:22]=[CH:21][C:20]([CH3:23])=[CH:19][CH:18]=1)[C:7]([OH:9])=[O:8]. The yield is 0.600. (3) The reactants are [Cl:1][C:2]1[CH:3]=[C:4]([CH:9]([C:24]([F:27])([F:26])[F:25])/[CH:10]=[CH:11]/[C:12]2[CH:13]=[CH:14][C:15]([N:19]3[CH:23]=[N:22][CH:21]=[N:20]3)=[C:16]([CH:18]=2)[NH2:17])[CH:5]=[C:6]([Cl:8])[CH:7]=1.[CH2:28](N(CC)CC)C.CI. The catalyst is C(Cl)Cl. The product is [Cl:1][C:2]1[CH:3]=[C:4]([CH:9]([C:24]([F:26])([F:25])[F:27])/[CH:10]=[CH:11]/[C:12]2[CH:13]=[CH:14][C:15]([N:19]3[CH:23]=[N:22][CH:21]=[N:20]3)=[C:16]([CH:18]=2)[NH:17][CH3:28])[CH:5]=[C:6]([Cl:8])[CH:7]=1. The yield is 0.700.